This data is from Reaction yield outcomes from USPTO patents with 853,638 reactions. The task is: Predict the reaction yield, written as a fraction of the theoretical maximum amount of product (1.0 means a 100% yield; for example, 0.34 means a 34% yield). (1) The reactants are C[CH:2]([C@@H:6]1[CH2:11][CH2:10][NH:9][C@H:8]([C:12]2[CH:17]=[CH:16][C:15]([C:18]([F:21])([F:20])[F:19])=[CH:14][CH:13]=2)[CH2:7]1)[C:3]([O-:5])=[O:4].[F:22][C:23]([F:35])([F:34])[CH2:24][CH2:25][C:26](=O)[CH2:27][CH2:28][C:29]([F:32])([F:31])[F:30].[CH2:36](N(CC)CC)C.[BH3-]C#N.[Na+]. The catalyst is C(Cl)Cl.CO.O.C(OCC)(=O)C.Cl[Ti](Cl)(Cl)Cl. The product is [F:21][C:18]([F:19])([F:20])[C:15]1[CH:14]=[CH:13][C:12]([C@@H:8]2[CH2:7][CH:6]([CH2:2][C:3]([O:5][CH3:36])=[O:4])[CH2:11][CH2:10][N:9]2[CH:26]([CH2:27][CH2:28][C:29]([F:32])([F:31])[F:30])[CH2:25][CH2:24][C:23]([F:35])([F:34])[F:22])=[CH:17][CH:16]=1. The yield is 0.200. (2) The reactants are Cl[C:2]1[C:7]([C:8]([O:10]CC)=[O:9])=[CH:6][N:5]=[C:4]([S:13][CH3:14])[N:3]=1.[CH3:15][O-:16].[Na+].[OH-].[Na+]. The catalyst is CO.O. The product is [CH3:15][O:16][C:2]1[C:7]([C:8]([OH:10])=[O:9])=[CH:6][N:5]=[C:4]([S:13][CH3:14])[N:3]=1. The yield is 0.920.